From a dataset of Full USPTO retrosynthesis dataset with 1.9M reactions from patents (1976-2016). Predict the reactants needed to synthesize the given product. (1) The reactants are: Br[CH2:2][C:3]([C:5]1[C:6]([CH3:14])=[C:7]([C:10]([F:13])=[CH:11][CH:12]=1)[C:8]#[N:9])=[O:4].[OH:15][CH2:16][CH2:17][CH:18]1[NH:23][CH2:22][CH2:21][N:20]([C:24]([O:26][C:27]([CH3:30])([CH3:29])[CH3:28])=[O:25])[CH2:19]1.CCN(C(C)C)C(C)C. Given the product [C:8]([C:7]1[C:6]([CH3:14])=[C:5]([C:3](=[O:4])[CH2:2][N:23]2[CH2:22][CH2:21][N:20]([C:24]([O:26][C:27]([CH3:28])([CH3:29])[CH3:30])=[O:25])[CH2:19][CH:18]2[CH2:17][CH2:16][OH:15])[CH:12]=[CH:11][C:10]=1[F:13])#[N:9], predict the reactants needed to synthesize it. (2) Given the product [CH3:17][O:16][C:9]1[CH:10]=[CH:11][C:12]2[N:13]=[C:14]([NH2:15])[C:5]3[N:6]([C:2]([C:24]4[CH:25]=[CH:26][CH:27]=[CH:28][C:23]=4[CH3:22])=[N:3][C:4]=3[CH3:18])[C:7]=2[N:8]=1, predict the reactants needed to synthesize it. The reactants are: Br[C:2]1[N:6]2[C:7]3[C:12]([N:13]=[C:14]([NH2:15])[C:5]2=[C:4]([C:18](F)(F)F)[N:3]=1)=[CH:11][CH:10]=[C:9]([O:16][CH3:17])[N:8]=3.[CH3:22][C:23]1[CH:28]=[CH:27][CH:26]=[CH:25][C:24]=1B(O)O. (3) Given the product [O:8]=[C:6]1[N:5]2[CH:9]=[C:10]([N:13]3[CH2:14][CH2:15][N:16]([C:19]([O:21][C:22]([CH3:25])([CH3:24])[CH3:23])=[O:20])[CH2:17][CH2:18]3)[N:11]=[CH:12][C:4]2=[N:3][C:2]([O:1][S:35]([C:38]([F:41])([F:40])[F:39])(=[O:37])=[O:36])=[CH:7]1, predict the reactants needed to synthesize it. The reactants are: [OH:1][C:2]1[N:3]=[C:4]2[CH:12]=[N:11][C:10]([N:13]3[CH2:18][CH2:17][N:16]([C:19]([O:21][C:22]([CH3:25])([CH3:24])[CH3:23])=[O:20])[CH2:15][CH2:14]3)=[CH:9][N:5]2[C:6](=[O:8])[CH:7]=1.[H-].[Na+].C1(N([S:35]([C:38]([F:41])([F:40])[F:39])(=[O:37])=[O:36])[S:35]([C:38]([F:41])([F:40])[F:39])(=[O:37])=[O:36])C=CC=CC=1. (4) The reactants are: [O:1]1[CH2:6][CH2:5][CH2:4][CH2:3][CH:2]1[CH2:7]OS(C1C=CC(C)=CC=1)(=O)=O.[CH:19]1([NH2:22])[CH2:21][CH2:20]1. Given the product [CH:19]1([NH:22][CH2:7][CH:2]2[CH2:3][CH2:4][CH2:5][CH2:6][O:1]2)[CH2:21][CH2:20]1, predict the reactants needed to synthesize it. (5) Given the product [CH2:31]([O:30][C@@H:5]([CH2:6][C:7]1[CH:12]=[CH:11][C:10]([O:13][CH2:14]/[CH:15]=[CH:16]/[C:17]2[CH:22]=[CH:21][CH:20]=[C:19]([O:23][C:24]3[CH:25]=[CH:26][CH:27]=[CH:28][CH:29]=3)[CH:18]=2)=[CH:9][CH:8]=1)[C:4]([OH:33])=[O:3])[CH3:32], predict the reactants needed to synthesize it. The reactants are: C([O:3][C:4](=[O:33])[C@@H:5]([O:30][CH2:31][CH3:32])[CH2:6][C:7]1[CH:12]=[CH:11][C:10]([O:13][CH2:14]/[CH:15]=[CH:16]/[C:17]2[CH:22]=[CH:21][CH:20]=[C:19]([O:23][C:24]3[CH:29]=[CH:28][CH:27]=[CH:26][CH:25]=3)[CH:18]=2)=[CH:9][CH:8]=1)C.[OH-].[Na+]. (6) Given the product [CH3:16][N:14]([CH3:15])[C:11]1[CH:10]=[CH:9][C:8]([NH:7][C:4]2[C:3]([C:17]([NH2:19])=[O:18])=[C:2]([N:1]=[CH:25][C:24]3[CH:27]=[CH:28][C:21]([OH:20])=[CH:22][CH:23]=3)[NH:6][N:5]=2)=[CH:13][CH:12]=1, predict the reactants needed to synthesize it. The reactants are: [NH2:1][C:2]1[NH:6][N:5]=[C:4]([NH:7][C:8]2[CH:13]=[CH:12][C:11]([N:14]([CH3:16])[CH3:15])=[CH:10][CH:9]=2)[C:3]=1[C:17]([NH2:19])=[O:18].[OH:20][C:21]1[CH:28]=[CH:27][C:24]([CH:25]=O)=[CH:23][CH:22]=1.N1CCCCC1. (7) Given the product [ClH:1].[Cl:1][C:2]1[CH:9]=[C:8]([C:10]2[NH:14][N:13]=[CH:12][C:11]=2[Cl:15])[CH:7]=[CH:6][C:3]=1[C:4]#[N:5], predict the reactants needed to synthesize it. The reactants are: [Cl:1][C:2]1[CH:9]=[C:8]([C:10]2[NH:14][N:13]=[CH:12][C:11]=2[Cl:15])[CH:7]=[CH:6][C:3]=1[C:4]#[N:5].Cl.C(O)C. (8) Given the product [C:28]([O:32][C:33]([NH:35][CH2:36][C:37]([NH:2][NH:1][C:3](=[O:9])[C:4]([O:6][CH2:7][CH3:8])=[O:5])=[O:38])=[O:34])([CH3:31])([CH3:30])[CH3:29], predict the reactants needed to synthesize it. The reactants are: [NH:1]([C:3](=[O:9])[C:4]([O:6][CH2:7][CH3:8])=[O:5])[NH2:2].CCOC1N(C(OCC)=O)C2C(=CC=CC=2)C=C1.[C:28]([O:32][C:33]([NH:35][CH2:36][C:37](O)=[O:38])=[O:34])([CH3:31])([CH3:30])[CH3:29].